From a dataset of Catalyst prediction with 721,799 reactions and 888 catalyst types from USPTO. Predict which catalyst facilitates the given reaction. (1) Reactant: [CH3:1][C:2]([C:5]1[CH:6]=[C:7]([CH:21]=[C:22]([C:25]([CH3:28])([CH3:27])[CH3:26])[C:23]=1[OH:24])[C:8]([NH:10][CH2:11][C:12]1[CH:17]=[CH:16][CH:15]=[C:14]([N+:18]([O-])=O)[CH:13]=1)=[O:9])([CH3:4])[CH3:3].[H][H]. Product: [CH3:4][C:2]([C:5]1[CH:6]=[C:7]([CH:21]=[C:22]([C:25]([CH3:28])([CH3:27])[CH3:26])[C:23]=1[OH:24])[C:8]([NH:10][CH2:11][C:12]1[CH:17]=[CH:16][CH:15]=[C:14]([NH2:18])[CH:13]=1)=[O:9])([CH3:1])[CH3:3]. The catalyst class is: 791. (2) Reactant: [O:1]1[CH:5]=[CH:4][CH:3]=[C:2]1[C:6](=O)[C:7]([OH:9])=[O:8].Cl.[CH3:12][O:13][NH2:14].C([O-])([O-])=O.[Na+].[Na+].Cl. Product: [O:1]1[CH:5]=[CH:4][CH:3]=[C:2]1[C:6](=[N:14][O:13][CH3:12])[C:7]([OH:9])=[O:8]. The catalyst class is: 5. (3) Reactant: [CH3:1][C:2]1[CH:8]=[CH:7][CH:6]=[C:5]([CH3:9])[C:3]=1[NH2:4].[C:10]1([CH2:16][C:17](=[S:19])C)C=CC=CC=1.[C:20]1(C)[CH:25]=[CH:24][CH:23]=[CH:22][CH:21]=1. Product: [C:20]1([S:19][CH2:17][C:16](=[N:4][C:3]2[C:5]([CH3:9])=[CH:6][CH:7]=[CH:8][C:2]=2[CH3:1])[CH3:10])[CH:21]=[CH:22][CH:23]=[CH:24][CH:25]=1. The catalyst class is: 501. (4) Reactant: [CH3:1][C:2]1[O:6][N:5]=[C:4]([C:7]([OH:9])=O)[CH:3]=1.[CH2:10]([O:17][C:18](=[O:36])[C@@H:19]([NH:30][C:31](=[O:35])[C@@H:32]([NH2:34])[CH3:33])[CH2:20][C:21]1[C:29]2[C:24](=[CH:25][CH:26]=[CH:27][CH:28]=2)[NH:23][CH:22]=1)[C:11]1[CH:16]=[CH:15][CH:14]=[CH:13][CH:12]=1.C(N(CC)C(C)C)(C)C.CN(C(ON1N=NC2C=CC=NC1=2)=[N+](C)C)C.F[P-](F)(F)(F)(F)F. Product: [CH2:10]([O:17][C:18](=[O:36])[C@@H:19]([NH:30][C:31](=[O:35])[C@@H:32]([NH:34][C:7]([C:4]1[CH:3]=[C:2]([CH3:1])[O:6][N:5]=1)=[O:9])[CH3:33])[CH2:20][C:21]1[C:29]2[C:24](=[CH:25][CH:26]=[CH:27][CH:28]=2)[NH:23][CH:22]=1)[C:11]1[CH:12]=[CH:13][CH:14]=[CH:15][CH:16]=1. The catalyst class is: 3.